Dataset: Full USPTO retrosynthesis dataset with 1.9M reactions from patents (1976-2016). Task: Predict the reactants needed to synthesize the given product. Given the product [OH:2][C@:3]1([C@@H:23]2[CH2:27][S:26][C:25](=[O:28])[NH:24]2)[CH2:18][C@H:17]2[CH2:19][C@@H:5]([CH2:6][CH2:7][C@H:8]([CH3:22])[CH:9]=[CH:10][CH2:11][CH2:12][C:13]([CH3:21])=[CH:14][C:15](=[O:20])[O:16]2)[O:4]1, predict the reactants needed to synthesize it. The reactants are: C[O:2][C@:3]1([C@@H:23]2[CH2:27][S:26][C:25](=[O:28])[N:24]2CC2C=CC(OC)=CC=2)[CH2:18][C@H:17]2[CH2:19][C@@H:5]([CH2:6][CH2:7][C@H:8]([CH3:22])[CH:9]=[CH:10][CH2:11][CH2:12][C:13]([CH3:21])=[CH:14][C:15](=[O:20])[O:16]2)[O:4]1.CO[C@]1([C@@H]2CSC(=O)N2CC2C=CC(OC)=CC=2)C[C@H]2C[C@@H](CCCC=CCCC(C)=CC(=O)O2)O1.